This data is from Reaction yield outcomes from USPTO patents with 853,638 reactions. The task is: Predict the reaction yield, written as a fraction of the theoretical maximum amount of product (1.0 means a 100% yield; for example, 0.34 means a 34% yield). (1) The reactants are C(=O)([O-])[O-].[K+].[K+].[I-:7].[F:8][C:9]1[CH:18]=[CH:17][C:16]([O:19][CH2:20][CH2:21][CH3:22])=[C:15]2[C:10]=1[C:11](=[O:27])[CH:12]=[C:13]([C:23]([F:26])([F:25])[F:24])[NH:14]2.S([O-])([O-])=O.[Na+].[Na+]. The catalyst is C(OCC)(=O)C.CN(C=O)C. The product is [F:8][C:9]1[CH:18]=[CH:17][C:16]([O:19][CH2:20][CH2:21][CH3:22])=[C:15]2[C:10]=1[C:11](=[O:27])[C:12]([I:7])=[C:13]([C:23]([F:25])([F:26])[F:24])[NH:14]2. The yield is 0.550. (2) The reactants are Br[C:2]1[CH:11]=[CH:10][C:9]2[C:4](=[CH:5][CH:6]=[CH:7][CH:8]=2)[N:3]=1.Br[C:13]([F:20])([F:19])[C:14]([O:16][CH2:17][CH3:18])=[O:15]. The catalyst is CS(C)=O.[Cu]. The product is [CH2:17]([O:16][C:14](=[O:15])[C:13]([F:20])([F:19])[C:2]1[CH:11]=[CH:10][C:9]2[C:4](=[CH:5][CH:6]=[CH:7][CH:8]=2)[N:3]=1)[CH3:18]. The yield is 0.700. (3) The reactants are [Cl:1][C:2]1[CH:7]=[CH:6][CH:5]=[CH:4][C:3]=1[C:8]1[N:9]([C:23]2[CH:28]=[CH:27][C:26]([Cl:29])=[CH:25][CH:24]=2)[CH:10]=[C:11]([C:13]([NH:15][C@@H:16]2[CH2:21][CH2:20][CH2:19][CH2:18][C@H:17]2[OH:22])=[O:14])[N:12]=1.[CH:30]1C=CC=CC=1.[OH-].[Na+].CI. The catalyst is [N+](CCCC)(CCCC)(CCCC)CCCC.[O-]S(O)(=O)=O.O.CCCCCC. The product is [Cl:1][C:2]1[CH:7]=[CH:6][CH:5]=[CH:4][C:3]=1[C:8]1[N:9]([C:23]2[CH:24]=[CH:25][C:26]([Cl:29])=[CH:27][CH:28]=2)[CH:10]=[C:11]([C:13]([NH:15][C@@H:16]2[CH2:21][CH2:20][CH2:19][CH2:18][C@@H:17]2[O:22][CH3:30])=[O:14])[N:12]=1. The yield is 0.630. (4) The reactants are [F:1][C:2]1[CH:3]=[C:4]([C:9]2[CH:14]=[CH:13][CH:12]=[CH:11][CH:10]=2)[CH:5]=[C:6]([F:8])[CH:7]=1.[Li]N1C(C)(C)CCCC1(C)C.[Li]CCCC.CC1CCCN(C)C1(C)C.[C:41](=[O:43])=[O:42].[OH-].[Na+]. The catalyst is O1CCCC1. The product is [F:1][C:2]1[CH:3]=[C:4]([C:9]2[CH:14]=[CH:13][CH:12]=[CH:11][CH:10]=2)[CH:5]=[C:6]([F:8])[C:7]=1[C:41]([OH:43])=[O:42]. The yield is 0.770. (5) The yield is 0.280. The product is [S:4]1[CH:5]=[CH:6][C:2]([C:23]2([CH3:25])[O:26][C:20](=[O:19])[CH2:21][CH2:22]2)=[C:3]1[C:7]1[S:8][CH:9]=[CH:10][CH:11]=1. The reactants are Br[C:2]1[CH:6]=[CH:5][S:4][C:3]=1[C:7]1[S:8][CH:9]=[CH:10][CH:11]=1.C([Li])CCC.C([O:19][C:20](=[O:26])[CH2:21][CH2:22][C:23]([CH3:25])=O)C. The catalyst is C(OCC)C. (6) The reactants are C[O:2][C:3](=[O:23])[CH:4]([C:13]1[CH:18]=[CH:17][C:16]([S:19]([CH3:22])(=[O:21])=[O:20])=[CH:15][CH:14]=1)[CH2:5][C:6]1[CH:11]=[CH:10][CH:9]=[CH:8][C:7]=1[CH3:12].[OH-].[K+]. The catalyst is C(O)C. The product is [CH3:22][S:19]([C:16]1[CH:15]=[CH:14][C:13]([CH:4]([CH2:5][C:6]2[CH:11]=[CH:10][CH:9]=[CH:8][C:7]=2[CH3:12])[C:3]([OH:23])=[O:2])=[CH:18][CH:17]=1)(=[O:20])=[O:21]. The yield is 1.00. (7) The reactants are [Cl:1][C:2]1[CH:7]=[CH:6][C:5]([C:8](=[O:24])[CH2:9][N:10]2[CH:14]=[C:13]([C:15](=[O:19])[N:16]([CH3:18])[CH3:17])[CH:12]=[C:11]2[C:20]([O:22]C)=[O:21])=[CH:4][CH:3]=1.O.[OH-].[Li+].[OH-].[Na+]. The catalyst is C1COCC1.O. The product is [Cl:1][C:2]1[CH:7]=[CH:6][C:5]([C:8](=[O:24])[CH2:9][N:10]2[CH:14]=[C:13]([C:15](=[O:19])[N:16]([CH3:18])[CH3:17])[CH:12]=[C:11]2[C:20]([OH:22])=[O:21])=[CH:4][CH:3]=1. The yield is 1.00. (8) The reactants are [NH2:1][C:2]1[S:3][CH:4]=[N:5][N:6]=1.[CH3:7][O:8][C:9]1[CH:16]=[C:15]([O:17][CH3:18])[CH:14]=[CH:13][C:10]=1[CH:11]=O.C(O[BH-](OC(=O)C)OC(=O)C)(=O)C.[Na+]. The catalyst is ClCCl.Cl[Ti](OC(C)C)(OC(C)C)OC(C)C. The product is [CH3:7][O:8][C:9]1[CH:16]=[C:15]([O:17][CH3:18])[CH:14]=[CH:13][C:10]=1[CH2:11][NH:1][C:2]1[S:3][CH:4]=[N:5][N:6]=1. The yield is 0.450.